This data is from Reaction yield outcomes from USPTO patents with 853,638 reactions. The task is: Predict the reaction yield, written as a fraction of the theoretical maximum amount of product (1.0 means a 100% yield; for example, 0.34 means a 34% yield). (1) The reactants are [CH3:1][O:2][C:3]1[CH:12]=[CH:11][C:10]2[NH:9][C:8](=[O:13])[C:7]3[S:14][CH:15]=[CH:16][C:6]=3[C:5]=2[C:4]=1[C:17]1[CH:22]=[CH:21][C:20]([CH:23]([NH:25][C:26](=[O:32])[O:27][C:28]([CH3:31])([CH3:30])[CH3:29])[CH3:24])=[CH:19][CH:18]=1.[Br:33]N1C(=O)CCC1=O. The catalyst is CN(C=O)C. The product is [Br:33][C:11]1[C:10]2[NH:9][C:8](=[O:13])[C:7]3[S:14][CH:15]=[CH:16][C:6]=3[C:5]=2[C:4]([C:17]2[CH:22]=[CH:21][C:20]([CH:23]([NH:25][C:26](=[O:32])[O:27][C:28]([CH3:31])([CH3:30])[CH3:29])[CH3:24])=[CH:19][CH:18]=2)=[C:3]([O:2][CH3:1])[CH:12]=1. The yield is 0.290. (2) The reactants are [N:1]1[CH:6]=[CH:5][CH:4]=[C:3]([C:7]2[CH:15]=[CH:14][CH:13]=[CH:12][C:8]=2[C:9]([NH2:11])=[O:10])[CH:2]=1.[ClH:16]. The catalyst is CCO.[Pt](=O)=O. The product is [ClH:16].[NH:1]1[CH2:6][CH2:5][CH2:4][CH:3]([C:7]2[CH:15]=[CH:14][CH:13]=[CH:12][C:8]=2[C:9]([NH2:11])=[O:10])[CH2:2]1. The yield is 1.00. (3) The reactants are F.F.F.C(N(CC)CC)C.C(N(CC)CC)C.[Si]([O:35][CH2:36][C@H:37]1[O:41][C@@H:40]([N:42]2[CH:49]=[C:48]([CH3:50])[C:46](=[O:47])[NH:45][C:43]2=[O:44])[C@H:39]([O:51][CH2:52][CH2:53][O:54][N:55]([CH3:57])[CH3:56])[C@@H:38]1[OH:58])(C(C)(C)C)(C1C=CC=CC=1)C1C=CC=CC=1.CO. The catalyst is C1COCC1.C(Cl)Cl. The product is [CH3:56][N:55]([CH3:57])[O:54][CH2:53][CH2:52][O:51][C@@H:39]1[C@H:38]([OH:58])[C@@H:37]([CH2:36][OH:35])[O:41][C@H:40]1[N:42]1[CH:49]=[C:48]([CH3:50])[C:46](=[O:47])[NH:45][C:43]1=[O:44]. The yield is 0.925. (4) The reactants are C[O:2][C:3]([C:5]1[CH:13]=[C:12]2[C:8]([CH2:9][CH2:10][C@H:11]2[NH:14][CH2:15][C:16]2[N:17]([C:21](OC(C)(C)C)=[O:22])[CH:18]=[CH:19][CH:20]=2)=[CH:7][CH:6]=1)=[O:4].[H-].[Na+].[CH2:30]1COCC1. No catalyst specified. The product is [CH3:30][C:18]1[N:17]2[C:21](=[O:22])[N:14]([C@H:11]3[C:12]4[C:8](=[CH:7][CH:6]=[C:5]([C:3]([OH:2])=[O:4])[CH:13]=4)[CH2:9][CH2:10]3)[CH2:15][C:16]2=[CH:20][CH:19]=1. The yield is 0.260. (5) The reactants are C([O:3][CH:4](OCC)[C:5]1[O:13][C:12]2[C:11]([C:14]3[CH:15]=[C:16]([NH:20][S:21]([C:24]4[CH:29]=[CH:28][CH:27]=[CH:26][CH:25]=4)(=[O:23])=[O:22])[CH:17]=[CH:18][CH:19]=3)=[CH:10][N:9]=[CH:8][C:7]=2[CH:6]=1)C.Cl.C(=O)(O)[O-].[Na+]. The catalyst is O1CCCC1. The product is [CH:4]([C:5]1[O:13][C:12]2[C:11]([C:14]3[CH:15]=[C:16]([NH:20][S:21]([C:24]4[CH:29]=[CH:28][CH:27]=[CH:26][CH:25]=4)(=[O:23])=[O:22])[CH:17]=[CH:18][CH:19]=3)=[CH:10][N:9]=[CH:8][C:7]=2[CH:6]=1)=[O:3]. The yield is 0.830. (6) The reactants are [CH:1]([C:3]1[N:8]=[N:7][C:6]2[O:9][CH2:10][CH2:11][S:12][C:5]=2[CH:4]=1)=C.I([O-])(=O)(=O)=[O:14].[Na+]. The catalyst is O1CCOCC1.O.[Os](=O)(=O)(=O)=O. The product is [N:7]1[C:6]2[O:9][CH2:10][CH2:11][S:12][C:5]=2[CH:4]=[C:3]([CH:1]=[O:14])[N:8]=1. The yield is 0.360. (7) The reactants are [S:1]1[C:5]2[CH:6]=[C:7]([N:10]3[CH2:14][CH2:13][N:12]([C:15]4[CH:16]=[N:17][CH:18]=[CH:19][C:20]=4[CH:21]=O)[C:11]3=[O:23])[CH:8]=[CH:9][C:4]=2[N:3]=[CH:2]1.[BH-](OC(C)=O)(OC(C)=O)OC(C)=O.[Na+].[CH3:38][C:39]1[NH:43][N:42]=[C:41]([NH2:44])[CH:40]=1. The catalyst is C(O)(=O)C. The product is [S:1]1[C:5]2[CH:6]=[C:7]([N:10]3[CH2:14][CH2:13][N:12]([C:15]4[CH:16]=[N:17][CH:18]=[CH:19][C:20]=4[CH2:21][NH:44][C:41]4[CH:40]=[C:39]([CH3:38])[NH:43][N:42]=4)[C:11]3=[O:23])[CH:8]=[CH:9][C:4]=2[N:3]=[CH:2]1. The yield is 0.0770.